From a dataset of Peptide-MHC class II binding affinity with 134,281 pairs from IEDB. Regression. Given a peptide amino acid sequence and an MHC pseudo amino acid sequence, predict their binding affinity value. This is MHC class II binding data. (1) The peptide sequence is LLVLAGWLFHVRGAR. The MHC is DRB1_0801 with pseudo-sequence DRB1_0801. The binding affinity (normalized) is 0.373. (2) The MHC is DRB1_0101 with pseudo-sequence DRB1_0101. The peptide sequence is ELKSNPYRPNITSTA. The binding affinity (normalized) is 0.409. (3) The peptide sequence is ARILRQLATPISVII. The MHC is DRB1_0301 with pseudo-sequence DRB1_0301. The binding affinity (normalized) is 0.385. (4) The peptide sequence is GEVEIQFRRVKCKYP. The MHC is HLA-DPA10103-DPB10301 with pseudo-sequence HLA-DPA10103-DPB10301. The binding affinity (normalized) is 0.235. (5) The peptide sequence is KGLMNIALAISAQQVN. The MHC is DRB5_0101 with pseudo-sequence DRB5_0101. The binding affinity (normalized) is 0.434. (6) The peptide sequence is SQDLELSWNLNNLQAY. The MHC is DRB1_1302 with pseudo-sequence DRB1_1302. The binding affinity (normalized) is 0.809.